From a dataset of Full USPTO retrosynthesis dataset with 1.9M reactions from patents (1976-2016). Predict the reactants needed to synthesize the given product. Given the product [CH3:25][CH:26]([N:3]1[CH2:2][CH2:1][C:7]2[CH:8]=[CH:9][C:10]([O:12][C:13]3[CH:14]=[CH:15][C:16]([N:19]4[CH2:23][CH2:22][CH2:21][C:20]4=[O:24])=[N:17][CH:18]=3)=[CH:11][C:6]=2[CH2:5][CH2:4]1)[CH3:28], predict the reactants needed to synthesize it. The reactants are: [CH2:1]1[C:7]2[CH:8]=[CH:9][C:10]([O:12][C:13]3[CH:14]=[CH:15][C:16]([N:19]4[CH2:23][CH2:22][CH2:21][C:20]4=[O:24])=[N:17][CH:18]=3)=[CH:11][C:6]=2[CH2:5][CH2:4][NH:3][CH2:2]1.[CH3:25][C:26]([CH3:28])=O.